Dataset: Full USPTO retrosynthesis dataset with 1.9M reactions from patents (1976-2016). Task: Predict the reactants needed to synthesize the given product. (1) Given the product [Cl:14][C:15]1[CH:20]=[C:19]([S:5][Si:4]([CH:1]([CH3:3])[CH3:2])([CH:6]([CH3:8])[CH3:7])[CH:9]([CH3:11])[CH3:10])[CH:18]=[CH:17][C:16]=1[NH:22][C:23](=[O:31])[C@:24]([OH:30])([CH3:29])[C:25]([F:26])([F:28])[F:27], predict the reactants needed to synthesize it. The reactants are: [CH:1]([Si:4]([CH:9]([CH3:11])[CH3:10])([CH:6]([CH3:8])[CH3:7])[SH:5])([CH3:3])[CH3:2].[H-].[Na+].[Cl:14][C:15]1[CH:20]=[C:19](I)[CH:18]=[CH:17][C:16]=1[NH:22][C:23](=[O:31])[C@:24]([OH:30])([CH3:29])[C:25]([F:28])([F:27])[F:26].C(OCC)(=O)C. (2) Given the product [C:1]([C:5]1[CH:12]=[CH:11][C:8]([CH2:9][N:14]=[C:13]=[S:15])=[CH:7][CH:6]=1)([CH3:4])([CH3:3])[CH3:2], predict the reactants needed to synthesize it. The reactants are: [C:1]([C:5]1[CH:12]=[CH:11][C:8]([CH2:9]Br)=[CH:7][CH:6]=1)([CH3:4])([CH3:3])[CH3:2].[C:13]([S-:15])#[N:14].[K+]. (3) Given the product [CH3:20][O:21][C:22]1[CH:23]=[CH:24][C:25]([C:28]2[CH:29]=[CH:30][C:31]([O:34][CH2:35][C:36]3[CH:37]=[C:38]([C:42]([NH:6][S:3]([N:2]([CH3:7])[CH3:1])(=[O:5])=[O:4])=[O:43])[O:39][C:40]=3[CH3:41])=[CH:32][CH:33]=2)=[CH:26][CH:27]=1, predict the reactants needed to synthesize it. The reactants are: [CH3:1][N:2]([CH3:7])[S:3]([NH2:6])(=[O:5])=[O:4].Cl.CN(C)CCCN=C=NCC.[CH3:20][O:21][C:22]1[CH:27]=[CH:26][C:25]([C:28]2[CH:33]=[CH:32][C:31]([O:34][CH2:35][C:36]3[CH:37]=[C:38]([C:42](O)=[O:43])[O:39][C:40]=3[CH3:41])=[CH:30][CH:29]=2)=[CH:24][CH:23]=1. (4) Given the product [BrH:1].[N:12]12[CH2:19][CH:16]([CH2:17][CH2:18]1)[N:15]([C:29]([C:2]1[C:10]3[C:5](=[N:6][C:7]([CH3:11])=[CH:8][CH:9]=3)[NH:4][N:3]=1)=[O:30])[CH2:14][CH2:13]2, predict the reactants needed to synthesize it. The reactants are: [Br:1][C:2]1[C:10]2[C:5](=[N:6][C:7]([CH3:11])=[CH:8][CH:9]=2)[NH:4][N:3]=1.[N:12]12[CH2:19][CH:16]([CH2:17][CH2:18]1)[NH:15][CH2:14][CH2:13]2.C(N(CC)CC)C.CN(C)[CH:29]=[O:30]. (5) Given the product [CH3:39][O:40][C:2]1[CH:7]=[CH:6][C:5]([C:14]2[C:13]([C:20]3[CH:25]=[CH:24][CH:23]=[CH:22][CH:21]=3)=[CH:12][C:11]([O:10][CH3:9])=[CH:16][CH:15]=2)=[CH:4][CH:3]=1, predict the reactants needed to synthesize it. The reactants are: Br[C:2]1[CH:7]=[CH:6][CH:5]=[CH:4][C:3]=1Br.[CH3:9][O:10][C:11]1[CH:16]=[CH:15][C:14](B(O)O)=[CH:13][CH:12]=1.[C:20]1(P([C:20]2[CH:25]=[CH:24][CH:23]=[CH:22][CH:21]=2)[C:20]2[CH:25]=[CH:24][CH:23]=[CH:22][CH:21]=2)[CH:25]=[CH:24][CH:23]=[CH:22][CH:21]=1.[C:39](=O)([O-])[O-:40].[K+].[K+]. (6) Given the product [CH3:64][N:26]1[CH2:27][CH2:28][CH2:29][C@H:25]1[CH2:24][O:23][CH2:3][C:4]1[C:5]([C:17]2[CH:18]=[CH:19][CH:20]=[CH:21][CH:22]=2)=[N:45][C:40]2[C:39]([C:13]=1[C:14]([NH:63][C@H:60]([C:54]1[CH:59]=[CH:58][CH:57]=[CH:56][CH:55]=1)[CH2:61][CH3:62])=[O:16])=[CH:44][CH:43]=[CH:42][CH:41]=2, predict the reactants needed to synthesize it. The reactants are: Cl.C[C@H:3]([O:23][CH2:24][CH:25]1[CH2:29][CH2:28][CH2:27][NH:26]1)[C:4]1[C:5]([C:17]2[CH:22]=[CH:21][CH:20]=[CH:19][CH:18]=2)=NC2C([C:13]=1[C:14]([OH:16])=O)=CC=CC=2.CN(C(ON1N=[N:45][C:40]2[CH:41]=[CH:42][CH:43]=[CH:44][C:39]1=2)=[N+](C)C)C.F[P-](F)(F)(F)(F)F.[C:54]1([C@@H:60]([NH2:63])[CH2:61][CH3:62])[CH:59]=[CH:58][CH:57]=[CH:56][CH:55]=1.[CH3:64]N(C=O)C.